From a dataset of Reaction yield outcomes from USPTO patents with 853,638 reactions. Predict the reaction yield, written as a fraction of the theoretical maximum amount of product (1.0 means a 100% yield; for example, 0.34 means a 34% yield). (1) The reactants are [Cl:1][C:2]1[C:10]([C:11]2[CH:12]=[CH:13][C:14]([NH2:17])=[N:15][CH:16]=2)=[CH:9][C:5]2[O:6][CH2:7][CH2:8][C:4]=2[CH:3]=1.[F:18][C:19]1[CH:27]=[CH:26][CH:25]=[C:24]([F:28])[C:20]=1[C:21](Cl)=[O:22].CCN(C(C)C)C(C)C.C([O-])(O)=O.[Na+].C(Cl)Cl. The catalyst is C(Cl)Cl. The product is [F:18][C:19]1[CH:27]=[CH:26][CH:25]=[C:24]([F:28])[C:20]=1[C:21]([NH:17][C:14]1[CH:13]=[CH:12][C:11]([C:10]2[C:2]([Cl:1])=[CH:3][C:4]3[CH2:8][CH2:7][O:6][C:5]=3[CH:9]=2)=[CH:16][N:15]=1)=[O:22]. The yield is 0.601. (2) The reactants are [CH3:1][C:2]1[CH:3]=[N:4][CH:5]=[C:6]([CH3:8])[CH:7]=1.C1C=C(Cl)C=C(C(OO)=[O:17])C=1.CCOC(C)=O. The catalyst is C(Cl)(Cl)Cl. The product is [CH3:1][C:2]1[CH:3]=[N+:4]([O-:17])[CH:5]=[C:6]([CH3:8])[CH:7]=1. The yield is 0.930. (3) The catalyst is C(OCC)(=O)C. The yield is 0.600. The product is [F:48][CH:14]([F:13])[C:15]1[N:16]([C:40]2[CH:41]=[CH:42][C:43]([O:46][CH3:47])=[CH:44][CH:45]=2)[C:17](=[O:39])[C:18]([CH2:24][C:25]2[CH:26]=[CH:27][C:28]([C:31]3[CH:36]=[CH:35][CH:34]=[CH:33][C:32]=3[C:37]3[NH:3][C:4](=[O:7])[O:5][N:38]=3)=[CH:29][CH:30]=2)=[C:19]([CH2:21][CH2:22][CH3:23])[N:20]=1. The reactants are [Cl-].O[NH3+:3].[C:4](=[O:7])([O-])[OH:5].[Na+].CS(C)=O.[F:13][CH:14]([F:48])[C:15]1[N:16]([C:40]2[CH:45]=[CH:44][C:43]([O:46][CH3:47])=[CH:42][CH:41]=2)[C:17](=[O:39])[C:18]([CH2:24][C:25]2[CH:30]=[CH:29][C:28]([C:31]3[C:32]([C:37]#[N:38])=[CH:33][CH:34]=[CH:35][CH:36]=3)=[CH:27][CH:26]=2)=[C:19]([CH2:21][CH2:22][CH3:23])[N:20]=1.